This data is from Drug-target binding data from BindingDB using Ki measurements. The task is: Regression. Given a target protein amino acid sequence and a drug SMILES string, predict the binding affinity score between them. We predict pKi (pKi = -log10(Ki in M); higher means stronger inhibition). Dataset: bindingdb_ki. (1) The drug is O[C@@](Cc1ncc(CC2(C(F)(F)F)CC2)[nH]1)(c1ccc(-n2cccn2)cc1)C(F)(F)F. The target protein (O54798) has sequence MSQRQSQSPNQTLISITNDTETSSSVVSNDTTHKGWTGDNSPGIEALCAIYITYAGIISVGILGNAILIKVFFKTKSMQTVPNIFITSLAFGDLLLLLTCVPVDATHYLAEGWLFGKVGCKVLSFIRLTSVGVSVFTLTILSADRYKAVVKPLERQPPNAILKTCAKAGGIWIVSMIFALPEAIFSNVYTFQDPNRNVTFESCNSYPISERLLQEIHSLLCFLVFYIIPLSIISVYYSLIARTLYKSTLNIPTEEQSHARKQIESRKRIAKTVLVLVALFALCWLPNHLLYLYHSFTYESYANHSDVPFVIIIFSRVLAFSNSCVNPFALYWLSKTFQQHFKAQLCCLKAEQPEPPLGDIPLNNLTVMGRVPATGSAHVSEISVTLFSGSSAKKGEDKV. The pKi is 8.8. (2) The small molecule is Cc1cn([C@H]2C[C@H](NC(=O)Nc3ccc(Cl)c(C(F)(F)F)c3)[C@@H](CO)O2)c(=O)[nH]c1=O. The target protein (P23919) has sequence MAARRGALIVLEGVDRAGKSTQSRKLVEALCAAGHRAELLRFPERSTEIGKLLSSYLQKKSDVEDHSVHLLFSANRWEQVPLIKEKLSQGVTLVVDRYAFSGVAFTGAKENFSLDWCKQPDVGLPKPDLVLFLQLQLADAAKRGAFGHERYENGAFQERALRCFHQLMKDTTLNWKMVDASKSIEAVHEDIRVLSEDAIRTATEKPLGELWK. The pKi is 4.0. (3) The pKi is 2.6. The target protein sequence is MEVIVLFRIISFRQAVYFMCLFAAVSCGCLPQLHKNTFFRGGDVSAMYTPSARHCQMMCTFHPRCLLFSFLPADSTSVTDKRFGCFLKDSVTGMLPRVLRENAISGHSLKQCGHQIRACHRDIYKGIDMRGVNFNVSKVKTVEECQERCTNSIHCLFFTYATQAFNNAEYRNNCLLKHSPGGTPTSIKVLANVESGFSLKPCADSEIGCHMDIFQHLAFSDVDVARVIAPDAFVCRTICTYHPNCLFFTFYTNAWKIESQRNVCFLKTSHSGTPSFPTPQENAISGYSLLTCKQTLPEPCHSKIYSEVDFEGEELNVTFVQGANLCQETCTKTIRCQFFTYSLHPEDCRGEKCKCSLRLSSDGSPTKITHGMRASSGYSLRLCRSGDHSACATKANTRIVGGTDSFLGEWPWQVSLQAKLRAQNHLCGGSIIGHQWVLTAAHCFDGLSLPDIWRIYGGILNISEITKETPFSQVKEIIIHQNYKILESGHDIALLKLETP.... The drug is CC(=O)N[C@@H](CO)C(=O)N1CCC[C@H]1C(=O)N[C@@H](Cc1ccccc1)C(=O)N[C@@H](CCCNC(=N)N)C(N)=O. (4) The small molecule is Cc1cc(COc2ccc(C3C[C@@]4(C[C@@H]4C(=O)O)C(=O)N3)cc2)c2ccccc2n1. The target protein sequence is RADPDPMKNTCKLLVVADHRFYRYMGRGEESTTTNYLIELIDRVDDIYRNTAWDNAGFKGYGIQIEQIRILKSPQEVKPGEKHYNMAKSYPNEEKDAWDVKMLLEQFSFDIAEEASKVCLAHLFTYQDFDMGTLGLAYVGSPRANSHGGVCPKAYYSPVGKKNIYLNSGLTSTKNYGKTILTKEADLVTTHELGHNFGAEHDPDGLAECAPNEDQGGKYVMYPIAVSGDHENNKMFSQCSKQSIYKTIESKAQECFQERSNKV. The pKi is 5.5. (5) The drug is Nc1ncnc2c1ncn2C1O[C@H](COS(=O)(=O)NC(=O)c2csc(-c3nc4ccc(O)cc4s3)n2)[C@@H](O)[C@H]1O. The target protein (Q01158) has sequence MENMENDENIVYGPEPFYPIEEGSAGAQLRKYMDRYAKLGAIAFTNALTGVDYTYAEYLEKSCCLGEALKNYGLVVDGRIALCSENCEEFFIPVLAGLFIGVGVAPTNEIYTLRELVHSLGISKPTIVFSSKKGLDKVITVQKTVTAIKTIVILDSKVDYRGYQSMDNFIKKNTPQGFKGSSFKTVEVNRKEQVALIMNSSGSTGLPKGVQLTHENAVTRFSHARDPIYGNQVSPGTAILTVVPFHHGFGMFTTLGYLTCGFRIVMLTKFDEETFLKTLQDYKCSSVILVPTLFAILNRSELLDKYDLSNLVEIASGGAPLSKEIGEAVARRFNLPGVRQGYGLTETTSAIIITPEGDDKPGASGKVVPLFKAKVIDLDTKKTLGPNRRGEVCVKGPMLMKGYVDNPEATREIIDEEGWLHTGDIGYYDEEKHFFIVDRLKSLIKYKGYQVPPAELESVLLQHPNIFDAGVAGVPDPIAGELPGAVVVLEKGKSMTEKEV.... The pKi is 7.4. (6) The drug is COC(=O)[C@H]1[C@@H](c2ccc(I)cc2)C[C@@H]2CC[C@H]1N2C. The target is MLLARMKPQVQPELGGADQ. The pKi is 7.2. (7) The drug is COc1ccc2[nH]cc(CCN)c2c1. The target protein (P97288) has sequence MDKLDANVSSNEGFRSVEKVVLLTFLAVVILMAILGNLLVMVAVCRDRQLRKIKTNYFIVSLAFADLLVSVLVMPFGAIELVQDIWAYGEMFCLVRTSLDVLLTTASIFHLCCISLDRYYAICCQPLVYRNKMTPLRIALMLGGCWVLPMFISFLPIMQGWNNIGIVDVIEKRKFSHNSNSTWCVFMVNKPYAITCSVVAFYIPFLLMVLAYYRIYVTAKEHAQQIQMLQRAGATSESRPQPADQHSTHRMRTETKAAKTLCVIMGCFCFCWAPFFVTNIVDPFIDYTVPEQVWTAFLWLGYINSGLNPFLYAFLNKSFRRAFLIILCCDDERYKRPPILGQTVPCSTTTINGSTHVLRDTVECGGQWESRCHLTATSPLVAAQPSDT. The pKi is 6.3.